Dataset: Forward reaction prediction with 1.9M reactions from USPTO patents (1976-2016). Task: Predict the product of the given reaction. (1) The product is: [C:8]([O:12][C:13]([N:15]([C:16]([O:17][C:18]([CH3:20])([CH3:21])[CH3:19])=[O:22])[C:23]1[C:28]([C:29]2[O:46][N:45]=[C:44]([C:47]3[CH:48]=[CH:49][C:50]([C@@H:53]4[CH2:58][O:57][CH2:56][CH2:55][N:54]4[C:59]([O:61][C:62]([CH3:65])([CH3:64])[CH3:63])=[O:60])=[CH:51][CH:52]=3)[CH:30]=2)=[N:27][C:26]([C:31]2[CH:32]=[CH:33][C:34]([S:37]([CH:40]([CH3:42])[CH3:41])(=[O:39])=[O:38])=[CH:35][CH:36]=2)=[CH:25][N:24]=1)=[O:14])([CH3:9])([CH3:10])[CH3:11]. Given the reactants CCN(CC)CC.[C:8]([O:12][C:13]([N:15]([C:23]1[C:28]([C:29]#[CH:30])=[N:27][C:26]([C:31]2[CH:36]=[CH:35][C:34]([S:37]([CH:40]([CH3:42])[CH3:41])(=[O:39])=[O:38])=[CH:33][CH:32]=2)=[CH:25][N:24]=1)[C:16](=[O:22])[O:17][C:18]([CH3:21])([CH3:20])[CH3:19])=[O:14])([CH3:11])([CH3:10])[CH3:9].Cl/[C:44](/[C:47]1[CH:52]=[CH:51][C:50]([C@@H:53]2[CH2:58][O:57][CH2:56][CH2:55][N:54]2[C:59]([O:61][C:62]([CH3:65])([CH3:64])[CH3:63])=[O:60])=[CH:49][CH:48]=1)=[N:45]\[OH:46], predict the reaction product. (2) Given the reactants [CH3:1][C:2]1[O:6][C:5]([C:7]2[CH:12]=[CH:11][CH:10]=[CH:9][CH:8]=2)=[N:4][C:3]=1[CH2:13][CH2:14][C:15]([NH2:17])=O.COC1C=CC(P2(=S)SP(=S)(C3C=CC(OC)=CC=3)[S:27]2)=CC=1.O1CCCC1, predict the reaction product. The product is: [CH3:1][C:2]1[O:6][C:5]([C:7]2[CH:12]=[CH:11][CH:10]=[CH:9][CH:8]=2)=[N:4][C:3]=1[CH2:13][CH2:14][C:15](=[S:27])[NH2:17]. (3) Given the reactants Br[C:2]1[CH:7]=[CH:6][C:5]([Br:8])=[CH:4][CH:3]=1.[CH3:9][C:10]1([CH3:44])[C:34]2[C:14]([CH:15]=[C:16]3[CH:33]=[C:32]4[C:19]([C:20]5[C:25]([C:26]6[C:31]4=[CH:30][CH:29]=[CH:28][CH:27]=6)=[CH:24][CH:23]=[CH:22][CH:21]=5)=[CH:18][C:17]3=2)=[CH:13][C:12](B2OC(C)(C)C(C)(C)O2)=[CH:11]1.C([O-])([O-])=O.[Na+].[Na+].CCO, predict the reaction product. The product is: [Br:8][C:5]1[CH:6]=[CH:7][C:2]([C:12]2[CH:13]=[C:14]3[C:34]([C:10]([CH3:44])([CH3:9])[CH:11]=2)=[C:17]2[C:16]([CH:33]=[C:32]4[C:19](=[CH:18]2)[C:20]2[CH:21]=[CH:22][CH:23]=[CH:24][C:25]=2[C:26]2[CH:27]=[CH:28][CH:29]=[CH:30][C:31]4=2)=[CH:15]3)=[CH:3][CH:4]=1.